Dataset: NCI-60 drug combinations with 297,098 pairs across 59 cell lines. Task: Regression. Given two drug SMILES strings and cell line genomic features, predict the synergy score measuring deviation from expected non-interaction effect. (1) Drug 1: C1CCC(C(C1)N)N.C(=O)(C(=O)[O-])[O-].[Pt+4]. Drug 2: CC1C(C(CC(O1)OC2CC(CC3=C2C(=C4C(=C3O)C(=O)C5=CC=CC=C5C4=O)O)(C(=O)C)O)N)O. Cell line: SK-MEL-2. Synergy scores: CSS=44.1, Synergy_ZIP=-0.183, Synergy_Bliss=1.33, Synergy_Loewe=-18.4, Synergy_HSA=-0.722. (2) Drug 1: C1=CC(=C2C(=C1NCCNCCO)C(=O)C3=C(C=CC(=C3C2=O)O)O)NCCNCCO. Drug 2: C1CC(C1)(C(=O)O)C(=O)O.[NH2-].[NH2-].[Pt+2]. Cell line: KM12. Synergy scores: CSS=25.1, Synergy_ZIP=-9.58, Synergy_Bliss=-10.6, Synergy_Loewe=-22.8, Synergy_HSA=-6.93. (3) Drug 1: CN(CCCl)CCCl.Cl. Drug 2: CC12CCC3C(C1CCC2OP(=O)(O)O)CCC4=C3C=CC(=C4)OC(=O)N(CCCl)CCCl.[Na+]. Cell line: SW-620. Synergy scores: CSS=15.8, Synergy_ZIP=-9.46, Synergy_Bliss=-7.76, Synergy_Loewe=-25.1, Synergy_HSA=-7.82.